Dataset: NCI-60 drug combinations with 297,098 pairs across 59 cell lines. Task: Regression. Given two drug SMILES strings and cell line genomic features, predict the synergy score measuring deviation from expected non-interaction effect. (1) Drug 1: CC1CCC2CC(C(=CC=CC=CC(CC(C(=O)C(C(C(=CC(C(=O)CC(OC(=O)C3CCCCN3C(=O)C(=O)C1(O2)O)C(C)CC4CCC(C(C4)OC)O)C)C)O)OC)C)C)C)OC. Drug 2: CC(C)CN1C=NC2=C1C3=CC=CC=C3N=C2N. Cell line: SK-MEL-5. Synergy scores: CSS=16.3, Synergy_ZIP=-2.63, Synergy_Bliss=1.70, Synergy_Loewe=0.0994, Synergy_HSA=-1.40. (2) Drug 1: CC1=C(C(=O)C2=C(C1=O)N3CC4C(C3(C2COC(=O)N)OC)N4)N. Drug 2: N.N.Cl[Pt+2]Cl. Cell line: MDA-MB-435. Synergy scores: CSS=39.7, Synergy_ZIP=-11.6, Synergy_Bliss=-5.33, Synergy_Loewe=-1.48, Synergy_HSA=0.0134. (3) Drug 1: CC1=C(C=C(C=C1)NC2=NC=CC(=N2)N(C)C3=CC4=NN(C(=C4C=C3)C)C)S(=O)(=O)N.Cl. Drug 2: CC1=C2C(C(=O)C3(C(CC4C(C3C(C(C2(C)C)(CC1OC(=O)C(C(C5=CC=CC=C5)NC(=O)C6=CC=CC=C6)O)O)OC(=O)C7=CC=CC=C7)(CO4)OC(=O)C)O)C)OC(=O)C. Cell line: IGROV1. Synergy scores: CSS=38.9, Synergy_ZIP=3.37, Synergy_Bliss=5.32, Synergy_Loewe=-22.9, Synergy_HSA=5.69.